From a dataset of Forward reaction prediction with 1.9M reactions from USPTO patents (1976-2016). Predict the product of the given reaction. (1) The product is: [Cl:18][C:19]1[CH:20]=[CH:21][C:22]([OH:26])=[C:23]([CH:25]=1)[NH:24][C:2]1[CH:7]=[C:6]([C:8]([F:11])([F:10])[F:9])[N:5]=[C:4]([C:12]2[CH:17]=[N:16][CH:15]=[CH:14][N:13]=2)[N:3]=1. Given the reactants Cl[C:2]1[CH:7]=[C:6]([C:8]([F:11])([F:10])[F:9])[N:5]=[C:4]([C:12]2[CH:17]=[N:16][CH:15]=[CH:14][N:13]=2)[N:3]=1.[Cl:18][C:19]1[CH:20]=[CH:21][C:22]([OH:26])=[C:23]([CH:25]=1)[NH2:24], predict the reaction product. (2) Given the reactants [CH3:1][C:2]1[CH:3]=[C:4]([CH:8]=[CH:9][C:10]=1[C:11]([N:13]1[CH2:17][CH2:16][CH2:15][CH2:14]1)=[O:12])[C:5]([OH:7])=O.CN(C(ON1N=NC2C=CC=CC1=2)=[N+](C)C)C.[B-](F)(F)(F)F.C(N(C(C)C)CC)(C)C.[Cl:49][C:50]1[CH:70]=[CH:69][C:53]2[NH:54][C:55]([C@@H:57]([NH2:68])[CH2:58][C:59]3[C:67]4[C:62](=[CH:63][CH:64]=[CH:65][CH:66]=4)[NH:61][CH:60]=3)=[N:56][C:52]=2[CH:51]=1.ClCl, predict the reaction product. The product is: [Cl:49][C:50]1[CH:70]=[CH:69][C:53]2[NH:54][C:55]([C@@H:57]([NH:68][C:5](=[O:7])[C:4]3[CH:8]=[CH:9][C:10]([C:11]([N:13]4[CH2:17][CH2:16][CH2:15][CH2:14]4)=[O:12])=[C:2]([CH3:1])[CH:3]=3)[CH2:58][C:59]3[C:67]4[C:62](=[CH:63][CH:64]=[CH:65][CH:66]=4)[NH:61][CH:60]=3)=[N:56][C:52]=2[CH:51]=1. (3) Given the reactants Br[C:2]1(Br)[CH2:4][C@:3]1([C@H:6]1[C@@H:10]2[C@@H:11]3[C@@:24]([CH3:27])([CH2:25][CH2:26][C@@:9]2([C:42]([O:44][CH2:45][C:46]2[CH:51]=[CH:50][CH:49]=[CH:48][CH:47]=2)=[O:43])[CH2:8][CH2:7]1)[C@@:23]1([CH3:28])[C@@H:14]([C@:15]2([CH3:41])[C@@H:20]([CH2:21][CH2:22]1)[C:19]([CH3:30])([CH3:29])[C:18]([C:31]1[CH:36]=[CH:35][C:34]([C:37]([O:39][CH3:40])=[O:38])=[CH:33][CH:32]=1)=[CH:17][CH2:16]2)[CH2:13][CH2:12]3)[CH3:5].C([SnH](CCCC)CCCC)CCC, predict the reaction product. The product is: [CH3:40][O:39][C:37]([C:34]1[CH:35]=[CH:36][C:31]([C:18]2[C:19]([CH3:30])([CH3:29])[C@H:20]3[C@:15]([CH3:41])([CH2:16][CH:17]=2)[C@@H:14]2[C@:23]([CH3:28])([C@@:24]4([CH3:27])[C@H:11]([CH2:12][CH2:13]2)[C@H:10]2[C@H:6]([C:3]5([CH3:5])[CH2:4][CH2:2]5)[CH2:7][CH2:8][C@:9]2([C:42]([O:44][CH2:45][C:46]2[CH:51]=[CH:50][CH:49]=[CH:48][CH:47]=2)=[O:43])[CH2:26][CH2:25]4)[CH2:22][CH2:21]3)=[CH:32][CH:33]=1)=[O:38]. (4) Given the reactants Cl[C:2]1[C:11]2[C:6](=[CH:7][C:8]([S:12]([N:15](CC3C=CC(OC)=CC=3OC)[C:16]3[S:17][CH:18]=[CH:19][N:20]=3)(=[O:14])=[O:13])=[CH:9][CH:10]=2)[CH:5]=[CH:4][N:3]=1.Cl[C:33]1[CH:38]=[CH:37][C:36](B(O)O)=[C:35]([O:42][CH3:43])[CH:34]=1.P([O-])([O-])([O-])=O.[K+].[K+].[K+].[CH3:52][N:53]1[CH:57]=[C:56](B2OC(C)(C)C(C)(C)O2)[CH:55]=[N:54]1, predict the reaction product. The product is: [CH3:43][O:42][C:35]1[CH:34]=[C:33]([C:56]2[CH:55]=[N:54][N:53]([CH3:52])[CH:57]=2)[CH:38]=[CH:37][C:36]=1[C:2]1[C:11]2[C:6](=[CH:7][C:8]([S:12]([NH:15][C:16]3[S:17][CH:18]=[CH:19][N:20]=3)(=[O:13])=[O:14])=[CH:9][CH:10]=2)[CH:5]=[CH:4][N:3]=1. (5) Given the reactants [CH3:1][N:2]1[C:10]2[C:5](=[CH:6][C:7]([C:11]3[NH:12][C:13]4[N:14]([N:18]=[CH:19][C:20]=4[C:21]([NH2:23])=[O:22])[C:15](=[O:17])[CH:16]=3)=[CH:8][CH:9]=2)[CH:4]=[N:3]1.[CH3:24][C:25]([N:27]([CH3:29])[CH3:28])=O.[CH3:24][C:25]([N:27]([CH3:29])[CH3:28])=O, predict the reaction product. The product is: [CH3:28][N:27]([CH3:29])[C:25](=[N:23][C:21]([C:20]1[CH:19]=[N:18][N:14]2[C:15](=[O:17])[CH:16]=[C:11]([C:7]3[CH:6]=[C:5]4[C:10](=[CH:9][CH:8]=3)[N:2]([CH3:1])[N:3]=[CH:4]4)[NH:12][C:13]=12)=[O:22])[CH3:24]. (6) Given the reactants [CH:1]1([NH2:7])[CH2:6][CH2:5][CH2:4][CH2:3][CH2:2]1.C(O[C:11]([C:13]1[CH:18]=[CH:17][CH:16]=[CH:15][C:14]=1CC)=[NH:12])C.[O-]CC.[Na+].C([O:27][CH:28]=[C:29]([C:35](OCC)=O)[C:30]([O:32][CH2:33][CH3:34])=[O:31])C, predict the reaction product. The product is: [CH:1]1([N:7]2[C:28](=[O:27])[C:29]([C:30]([O:32][CH2:33][CH3:34])=[O:31])=[CH:35][N:12]=[C:11]2[C:13]2[CH:14]=[CH:15][CH:16]=[CH:17][CH:18]=2)[CH2:6][CH2:5][CH2:4][CH2:3][CH2:2]1. (7) Given the reactants [C:1]1([C:14]2[CH:19]=[CH:18][CH:17]=[CH:16][CH:15]=2)[CH:6]=[CH:5][C:4]([C:7]([NH:9][CH2:10][C:11]([OH:13])=O)=[O:8])=[CH:3][CH:2]=1.CCN(C(C)C)C(C)C.C1C=CC2N(O)N=NC=2C=1.CCN=C=NCCCN(C)C.Cl.Cl.Cl.[NH:53]1[CH2:58][CH2:57][CH:56]([NH:59][C:60]2[CH:65]=[CH:64][CH:63]=[CH:62][C:61]=2[C:66]([F:69])([F:68])[F:67])[CH2:55][CH2:54]1, predict the reaction product. The product is: [O:13]=[C:11]([N:53]1[CH2:54][CH2:55][CH:56]([NH:59][C:60]2[CH:65]=[CH:64][CH:63]=[CH:62][C:61]=2[C:66]([F:67])([F:68])[F:69])[CH2:57][CH2:58]1)[CH2:10][NH:9][C:7]([C:4]1[CH:3]=[CH:2][C:1]([C:14]2[CH:19]=[CH:18][CH:17]=[CH:16][CH:15]=2)=[CH:6][CH:5]=1)=[O:8]. (8) Given the reactants [O:1]1[CH:5]=[CH:4][CH:3]=[C:2]1[C:6]([C:8]1[S:12][CH:11]=[C:10]([CH2:13][C:14]([OH:16])=O)[CH:9]=1)=[O:7].[CH3:17][N:18]([CH3:22])[CH2:19][CH2:20][NH2:21].CCN=C=N[CH2:28][CH2:29][CH2:30][N:31](C)C.Cl.[CH:35]1[CH:36]=CC2N(O)N=N[C:39]=2[CH:40]=1, predict the reaction product. The product is: [C:30]([C:29]1[CH:28]=[CH:39][C:40]([C:11]2[S:12][C:8]([C:6]([C:2]3[O:1][CH:5]=[CH:4][CH:3]=3)=[O:7])=[CH:9][C:10]=2[CH2:13][C:14]([NH:21][CH2:20][CH2:19][N:18]([CH3:22])[CH3:17])=[O:16])=[CH:35][CH:36]=1)#[N:31].